Task: Predict which catalyst facilitates the given reaction.. Dataset: Catalyst prediction with 721,799 reactions and 888 catalyst types from USPTO (1) Reactant: C[O:2][C:3](=[O:32])[CH2:4][C:5]1[C:13]2[C:8](=[CH:9][CH:10]=[CH:11][C:12]=2[Cl:14])[NH:7][C:6]=1[C:15]1[CH:20]=[CH:19][C:18]([Cl:21])=[C:17]([S:22](=[O:31])(=[O:30])[NH:23][CH:24]2[CH2:29][CH2:28][CH2:27][CH2:26][CH2:25]2)[CH:16]=1.O.[OH-].[Li+].CCOC(C)=O. Product: [Cl:14][C:12]1[CH:11]=[CH:10][CH:9]=[C:8]2[C:13]=1[C:5]([CH2:4][C:3]([OH:32])=[O:2])=[C:6]([C:15]1[CH:20]=[CH:19][C:18]([Cl:21])=[C:17]([S:22](=[O:31])(=[O:30])[NH:23][CH:24]3[CH2:25][CH2:26][CH2:27][CH2:28][CH2:29]3)[CH:16]=1)[NH:7]2. The catalyst class is: 24. (2) Product: [F:1][C:2]1[CH:28]=[CH:27][C:5]2[N:6]=[C:7]([NH:9][C:10]3([C:23]([OH:25])=[O:24])[CH:15]=[CH:14][C:13]([C:16]4[CH:21]=[CH:20][CH:19]=[CH:18][CH:17]=4)=[CH:12][CH:11]3[Cl:22])[S:8][C:4]=2[CH:3]=1. The catalyst class is: 1. Reactant: [F:1][C:2]1[CH:28]=[CH:27][C:5]2[N:6]=[C:7]([NH:9][C:10]3([C:23]([O:25]C)=[O:24])[CH:15]=[CH:14][C:13]([C:16]4[CH:21]=[CH:20][CH:19]=[CH:18][CH:17]=4)=[CH:12][CH:11]3[Cl:22])[S:8][C:4]=2[CH:3]=1.CO.O.[OH-].[Na+]. (3) Reactant: [O:1]1[C:6]2[CH:7]=[CH:8][CH:9]=[CH:10][C:5]=2[NH:4][C:3](=[O:11])[CH2:2]1.Br[CH2:13][C@@H:14]([CH3:17])[CH2:15][OH:16].C(=O)([O-])[O-].[Cs+].[Cs+]. Product: [OH:16][CH2:15][C@H:14]([CH3:17])[CH2:13][N:4]1[C:5]2[CH:10]=[CH:9][CH:8]=[CH:7][C:6]=2[O:1][CH2:2][C:3]1=[O:11]. The catalyst class is: 23. (4) Reactant: CC1N=C(C(O)=O)C=CC=1.ClC(N(C)C)=C(C)C.CN1C2C=C(C3C=CN=C4N(S(C5C=CC(C)=CC=5)(=O)=O)C=CC=34)C=C(N)C=2C=N1.N1C=CC=CC=1.[CH3:55][C:56]1[N:61]=[C:60]([C:62]([NH:64][C:65]2[CH:73]=[C:72]([C:74]3[CH:79]=[CH:78][N:77]=[C:76]4[N:80](S(C5C=CC(C)=CC=5)(=O)=O)[CH:81]=[CH:82][C:75]=34)[CH:71]=[C:70]3[C:66]=2[CH:67]=[N:68][N:69]3[CH3:93])=[O:63])[CH:59]=[CH:58][CH:57]=1.C[Si](C)(C)[O-].[K+]. Product: [CH3:55][C:56]1[N:61]=[C:60]([C:62]([NH:64][C:65]2[CH:73]=[C:72]([C:74]3[CH:79]=[CH:78][N:77]=[C:76]4[NH:80][CH:81]=[CH:82][C:75]=34)[CH:71]=[C:70]3[C:66]=2[CH:67]=[N:68][N:69]3[CH3:93])=[O:63])[CH:59]=[CH:58][CH:57]=1. The catalyst class is: 410. (5) Reactant: [NH2:1][C:2]1[CH:3]=[C:4]([F:21])[C:5]([F:20])=[C:6]([C@:8]2([CH3:19])[CH2:13][C@@H:12]([C:14]([F:17])([F:16])[F:15])[O:11][C:10]([NH2:18])=[N:9]2)[CH:7]=1.[C:22]([C:24]1[CH:25]=[CH:26][C:27]([C:30](O)=[O:31])=[N:28][CH:29]=1)#[N:23].[Cl-].COC1N=C(OC)N=C([N+]2(C)CCOCC2)N=1. Product: [NH2:18][C:10]1[O:11][C@H:12]([C:14]([F:17])([F:16])[F:15])[CH2:13][C@:8]([C:6]2[CH:7]=[C:2]([NH:1][C:30](=[O:31])[C:27]3[CH:26]=[CH:25][C:24]([C:22]#[N:23])=[CH:29][N:28]=3)[CH:3]=[C:4]([F:21])[C:5]=2[F:20])([CH3:19])[N:9]=1. The catalyst class is: 36. (6) Reactant: [Cl:1][C:2]1[CH:7]=[CH:6][N:5]=[C:4]2[NH:8][CH:9]=[C:10]([I:11])[C:3]=12.[C:12](O[C:12]([O:14][C:15]([CH3:18])([CH3:17])[CH3:16])=[O:13])([O:14][C:15]([CH3:18])([CH3:17])[CH3:16])=[O:13]. Product: [Cl:1][C:2]1[CH:7]=[CH:6][N:5]=[C:4]2[N:8]([C:12]([O:14][C:15]([CH3:18])([CH3:17])[CH3:16])=[O:13])[CH:9]=[C:10]([I:11])[C:3]=12. The catalyst class is: 251.